From a dataset of Reaction yield outcomes from USPTO patents with 853,638 reactions. Predict the reaction yield, written as a fraction of the theoretical maximum amount of product (1.0 means a 100% yield; for example, 0.34 means a 34% yield). (1) The reactants are C[C:2]1([CH3:9])[O:6][C@H:5]([CH2:7][OH:8])[CH2:4][O:3]1.[OH-].[K+].[CH2:12](Br)[CH2:13][CH2:14][CH2:15][CH2:16][CH2:17][CH2:18][CH2:19][CH2:20][CH2:21][CH2:22][CH2:23][CH2:24][CH2:25]CC.O. The catalyst is C1C=CC=CC=1. The product is [CH2:2]([O:3][CH2:4][C@H:5]([CH2:7][OH:8])[OH:6])[CH2:9][CH2:25][CH2:24][CH2:23][CH2:22][CH2:21][CH2:20][CH2:19][CH2:18][CH2:17][CH2:16][CH2:15][CH2:14][CH2:13][CH3:12]. The yield is 0.730. (2) The reactants are [Si]([O:8][C@@H:9]1[CH2:13][CH2:12][C@H:11]([CH2:14][PH:15](=[O:20])[O:16][CH:17]([CH3:19])[CH3:18])[CH2:10]1)(C(C)(C)C)(C)C.[F-].C([N+](CCCC)(CCCC)CCCC)CCC. The catalyst is C1COCC1. The product is [OH:8][C@@H:9]1[CH2:13][CH2:12][C@H:11]([CH2:14][PH:15](=[O:20])[O:16][CH:17]([CH3:18])[CH3:19])[CH2:10]1. The yield is 0.870. (3) The reactants are [CH3:1][NH:2][C:3]1[CH:8]=[CH:7][C:6]([N+:9]([O-])=O)=[CH:5][CH:4]=1.[C:20](O[C:20]([O:22][C:23]([CH3:26])([CH3:25])[CH3:24])=[O:21])([O:22][C:23]([CH3:26])([CH3:25])[CH3:24])=[O:21].[Cl-].[NH4+]. The catalyst is CN(C1C=CN=CC=1)C.ClCCl.O.[Fe]. The product is [NH2:9][C:6]1[CH:7]=[CH:8][C:3]([N:2]([CH3:1])[C:20](=[O:21])[O:22][C:23]([CH3:24])([CH3:25])[CH3:26])=[CH:4][CH:5]=1. The yield is 0.990.